Dataset: Reaction yield outcomes from USPTO patents with 853,638 reactions. Task: Predict the reaction yield, written as a fraction of the theoretical maximum amount of product (1.0 means a 100% yield; for example, 0.34 means a 34% yield). (1) The reactants are [CH2:1]([N:8]1[CH2:13][CH2:12][C:11]([OH:22])([C:14]2[CH:15]=[N:16][CH:17]=[CH:18][C:19]=2[CH2:20]O)[CH2:10][CH2:9]1)[C:2]1[CH:7]=[CH:6][CH:5]=[CH:4][CH:3]=1.C(N(CC)CC)C.CS(Cl)(=O)=O. The catalyst is O1CCCC1. The product is [CH2:1]([N:8]1[CH2:13][CH2:12][C:11]2([C:14]3[CH:15]=[N:16][CH:17]=[CH:18][C:19]=3[CH2:20][O:22]2)[CH2:10][CH2:9]1)[C:2]1[CH:3]=[CH:4][CH:5]=[CH:6][CH:7]=1. The yield is 0.570. (2) The reactants are [CH3:1][O:2][C:3]1[CH:8]=[CH:7][C:6]([C:9]2[C:10]([N:15]3[CH2:20][CH2:19][NH:18][CH2:17][CH2:16]3)=[N:11][CH:12]=[CH:13][N:14]=2)=[CH:5][CH:4]=1.[CH3:21][N:22]1[C:26]([CH3:27])=[C:25]([CH:28]=O)[C:24]([CH3:30])=[N:23]1.C(O[BH-](OC(=O)C)OC(=O)C)(=O)C.[Na+].[Cl:45]CCCl. No catalyst specified. The product is [ClH:45].[CH3:1][O:2][C:3]1[CH:8]=[CH:7][C:6]([C:9]2[C:10]([N:15]3[CH2:20][CH2:19][N:18]([CH2:28][C:25]4[C:24]([CH3:30])=[N:23][N:22]([CH3:21])[C:26]=4[CH3:27])[CH2:17][CH2:16]3)=[N:11][CH:12]=[CH:13][N:14]=2)=[CH:5][CH:4]=1. The yield is 0.580. (3) The reactants are [Cl:1][C:2]1[CH:3]=[CH:4][C:5]([C:23]([O:25]C)=O)=[C:6]2[C:10]=1[N:9]=[C:8]1[N:11]([C:15]3[CH:20]=[CH:19][C:18]([Cl:21])=[CH:17][C:16]=3[Cl:22])[CH2:12][CH2:13][CH2:14][N:7]21.[CH2:27]([Mg]Br)[CH2:28][CH3:29].O1C[CH2:35][CH2:34][CH2:33]1. No catalyst specified. The product is [Cl:1][C:2]1[C:10]2[N:9]=[C:8]3[N:11]([C:15]4[CH:20]=[CH:19][C:18]([Cl:21])=[CH:17][C:16]=4[Cl:22])[CH2:12][CH2:13][CH2:14][N:7]3[C:6]=2[C:5]([C:23]([OH:25])([CH2:33][CH2:34][CH3:35])[CH2:27][CH2:28][CH3:29])=[CH:4][CH:3]=1. The yield is 0.260.